Dataset: Forward reaction prediction with 1.9M reactions from USPTO patents (1976-2016). Task: Predict the product of the given reaction. (1) Given the reactants Br[C:2]1[CH:7]=[CH:6][CH:5]=[CH:4][N:3]=1.[C:8]1(=[O:13])[CH2:12][CH2:11][CH2:10][CH2:9]1, predict the reaction product. The product is: [OH:13][C:8]1([C:2]2[CH:7]=[CH:6][CH:5]=[CH:4][N:3]=2)[CH2:12][CH2:11][CH2:10][CH2:9]1. (2) Given the reactants C[O:2][C:3]([CH:5]1[CH2:10][CH2:9][N:8]([C:11]2[C:20]3[C:15](=[CH:16][N:17]=[CH:18][CH:19]=3)[C:14]([Br:21])=[C:13]([C:22]3[CH:27]=[CH:26][N:25]=[C:24]([Cl:28])[CH:23]=3)[N:12]=2)[CH2:7][CH2:6]1)=[O:4].C1COCC1.[Li+].[OH-].Cl, predict the reaction product. The product is: [Br:21][C:14]1[C:15]2[C:20](=[CH:19][CH:18]=[N:17][CH:16]=2)[C:11]([N:8]2[CH2:7][CH2:6][CH:5]([C:3]([OH:4])=[O:2])[CH2:10][CH2:9]2)=[N:12][C:13]=1[C:22]1[CH:27]=[CH:26][N:25]=[C:24]([Cl:28])[CH:23]=1. (3) Given the reactants [CH:1]([Mg]Cl)=[CH2:2].[CH:5](=[O:11])[CH2:6]/[CH:7]=[CH:8]\[CH2:9][CH3:10].[Cl-].[NH4+], predict the reaction product. The product is: [CH2:1]=[CH:2][CH:5]([OH:11])[CH2:6]/[CH:7]=[CH:8]\[CH2:9][CH3:10]. (4) Given the reactants [C:1]([C:3]1[CH:11]=[C:10]2[C:6]([CH:7]=[CH:8][NH:9]2)=[CH:5][CH:4]=1)#N.[PH2]([O-])=[O:13].[Na+].N1C=CC=CC=1, predict the reaction product. The product is: [NH:9]1[C:10]2[C:6](=[CH:5][CH:4]=[C:3]([CH:1]=[O:13])[CH:11]=2)[CH:7]=[CH:8]1. (5) Given the reactants [Cl:1][C:2]1[CH:9]=[CH:8][C:5]([CH:6]=O)=[CH:4][CH:3]=1.[Cl:10][C:11]1[CH:17]=[C:16]([Cl:18])[CH:15]=[CH:14][C:12]=1[NH2:13].C(O[BH-](OC(=O)C)OC(=O)C)(=O)C.[Na+].C(O)(=O)C.[C:37](O)(=[O:57])[CH2:38][CH2:39][CH2:40]/[CH:41]=[CH:42]\[CH2:43]/[CH:44]=[CH:45]\[CH2:46]/[CH:47]=[CH:48]\[CH2:49]/[CH:50]=[CH:51]\[CH2:52][CH2:53][CH2:54][CH2:55][CH3:56].C(Cl)(=O)C(Cl)=O, predict the reaction product. The product is: [Cl:1][C:2]1[CH:9]=[CH:8][C:5]([CH2:6][N:13]([C:12]2[CH:14]=[CH:15][C:16]([Cl:18])=[CH:17][C:11]=2[Cl:10])[C:37](=[O:57])[CH2:38][CH2:39][CH2:40][CH:41]=[CH:42][CH2:43][CH:44]=[CH:45][CH2:46][CH:47]=[CH:48][CH2:49][CH:50]=[CH:51][CH2:52][CH2:53][CH2:54][CH2:55][CH3:56])=[CH:4][CH:3]=1. (6) The product is: [CH3:23][C:20]1[CH:21]=[CH:22][C:17]([S:14]([N:8]2[CH2:9][CH2:10][CH2:11][C:12]3[N:1]=[C:2]([NH2:4])[S:3][C:6]=3[CH2:7]2)(=[O:15])=[O:16])=[CH:18][CH:19]=1. Given the reactants [NH2:1][C:2]([NH2:4])=[S:3].Br[CH:6]1[C:12](=O)[CH2:11][CH2:10][CH2:9][N:8]([S:14]([C:17]2[CH:22]=[CH:21][C:20]([CH3:23])=[CH:19][CH:18]=2)(=[O:16])=[O:15])[CH2:7]1, predict the reaction product. (7) Given the reactants [NH2:1][C:2]1[CH:36]=[CH:35][C:5]([O:6][C:7]2[CH:12]=[CH:11][N:10]=[C:9]3[N:13](CC4C=CC(OC)=CC=4)[N:14]=[C:15]([NH:16][CH:17]4[CH2:23][CH:22]5[N:24]([CH3:25])[CH:19]([CH2:20][CH2:21]5)[CH2:18]4)[C:8]=23)=[C:4]([F:37])[CH:3]=1.[F:38][C:39]1[CH:44]=[CH:43][C:42]([N:45]2[CH:50]=[CH:49][N:48]=[C:47]([C:51]([OH:53])=O)[C:46]2=[O:54])=[CH:41][CH:40]=1, predict the reaction product. The product is: [F:37][C:4]1[CH:3]=[C:2]([NH:1][C:51]([C:47]2[C:46](=[O:54])[N:45]([C:42]3[CH:41]=[CH:40][C:39]([F:38])=[CH:44][CH:43]=3)[CH:50]=[CH:49][N:48]=2)=[O:53])[CH:36]=[CH:35][C:5]=1[O:6][C:7]1[CH:12]=[CH:11][N:10]=[C:9]2[NH:13][N:14]=[C:15]([NH:16][CH:17]3[CH2:23][CH:22]4[N:24]([CH3:25])[CH:19]([CH2:20][CH2:21]4)[CH2:18]3)[C:8]=12.